From a dataset of Catalyst prediction with 721,799 reactions and 888 catalyst types from USPTO. Predict which catalyst facilitates the given reaction. Reactant: [CH:1]1([C:4]#[C:5][C:6]2[C:7]3[C:31]([CH3:33])([CH3:32])[C:30](=[O:34])[NH:29][C:8]=3[N:9]=[C:10]([C:12]3[C:20]4[C:15](=[N:16][CH:17]=[CH:18][CH:19]=4)[N:14]([CH2:21][C:22]4[CH:27]=[CH:26][CH:25]=[CH:24][C:23]=4[F:28])[N:13]=3)[N:11]=2)[CH2:3][CH2:2]1.[H][H]. Product: [CH:1]1([CH2:4][CH2:5][C:6]2[C:7]3[C:31]([CH3:32])([CH3:33])[C:30](=[O:34])[NH:29][C:8]=3[N:9]=[C:10]([C:12]3[C:20]4[C:15](=[N:16][CH:17]=[CH:18][CH:19]=4)[N:14]([CH2:21][C:22]4[CH:27]=[CH:26][CH:25]=[CH:24][C:23]=4[F:28])[N:13]=3)[N:11]=2)[CH2:3][CH2:2]1. The catalyst class is: 123.